Dataset: Full USPTO retrosynthesis dataset with 1.9M reactions from patents (1976-2016). Task: Predict the reactants needed to synthesize the given product. (1) Given the product [F:1][C:2]1[CH:7]=[CH:6][C:5]([C:8]2[CH2:9][CH2:10][C:11]3[N:12]([C:14]([S:17][C:18]4[CH:24]=[C:22]([NH2:23])[C:21]([NH2:25])=[CH:20][CH:19]=4)=[N:15][N:16]=3)[N:13]=2)=[CH:4][CH:3]=1, predict the reactants needed to synthesize it. The reactants are: [F:1][C:2]1[CH:7]=[CH:6][C:5]([C:8]2[CH:9]=[CH:10][C:11]3[N:12]([C:14]([S:17][C:18]4[CH:19]=[CH:20][C:21]([N+:25]([O-])=O)=[C:22]([CH:24]=4)[NH2:23])=[N:15][N:16]=3)[N:13]=2)=[CH:4][CH:3]=1.O.N. (2) Given the product [CH3:1][C:2]1[C:6]2[CH:7]=[CH:8][CH:9]=[CH:10][C:5]=2[S:4][C:3]=1[S:19]([OH:21])(=[O:20])=[O:18], predict the reactants needed to synthesize it. The reactants are: [CH3:1][C:2]1[C:6]2[CH:7]=[CH:8][CH:9]=[CH:10][C:5]=2[S:4][CH:3]=1.CC(OC(C)=O)=O.[OH:18][S:19](O)(=[O:21])=[O:20]. (3) Given the product [ClH:18].[Br:1][C:2]1[CH:12]=[CH:11][CH:10]=[C:9]([Br:13])[C:3]=1[O:4][CH2:5][CH2:6][NH2:8], predict the reactants needed to synthesize it. The reactants are: [Br:1][C:2]1[CH:12]=[CH:11][CH:10]=[C:9]([Br:13])[C:3]=1[O:4][CH2:5][C:6]([NH2:8])=O.B.CSC.[ClH:18]. (4) Given the product [NH2:12][C:6]1[C:5]([Br:19])=[C:4]2[C:9]([CH2:10][CH2:11][C:2]([CH3:16])([CH3:1])[C:3]2=[O:15])=[CH:8][CH:7]=1, predict the reactants needed to synthesize it. The reactants are: [CH3:1][C:2]1([CH3:16])[CH2:11][CH2:10][C:9]2[C:4](=[CH:5][C:6]([N+:12]([O-])=O)=[CH:7][CH:8]=2)[C:3]1=[O:15].[Cl-].[NH4+].[Br:19]Br.C(=O)([O-])O.[Na+].